From a dataset of Forward reaction prediction with 1.9M reactions from USPTO patents (1976-2016). Predict the product of the given reaction. (1) Given the reactants [N:1]1([C:9](=[O:11])[CH3:10])[C:5]2[CH:6]=[CH:7][S:8][C:4]=2[CH:3]=[N:2]1.[Br:12]N1C(=O)CCC1=O, predict the reaction product. The product is: [Br:12][C:7]1[S:8][C:4]2[CH:3]=[N:2][N:1]([C:9](=[O:11])[CH3:10])[C:5]=2[CH:6]=1. (2) Given the reactants Br[CH2:2][CH:3]=[CH:4][C:5]#[C:6][C:7]([CH3:10])([CH3:9])[CH3:8].[CH3:11][NH2:12], predict the reaction product. The product is: [CH3:11][NH:12][CH2:2][CH:3]=[CH:4][C:5]#[C:6][C:7]([CH3:10])([CH3:9])[CH3:8]. (3) Given the reactants [CH2:1](Br)[C:2]#[CH:3].[Mg].[N:6]1[CH:11]=[CH:10][CH:9]=[C:8]([CH:12]=[CH:13][CH:14]=[O:15])[CH:7]=1.OS(O)(=O)=O, predict the reaction product. The product is: [N:6]1[CH:11]=[CH:10][CH:9]=[C:8]([CH:12]=[CH:13][CH:14]([OH:15])[CH2:3][C:2]#[CH:1])[CH:7]=1.